This data is from Full USPTO retrosynthesis dataset with 1.9M reactions from patents (1976-2016). The task is: Predict the reactants needed to synthesize the given product. (1) Given the product [Cl:1][C:2]1[N:7]=[N:6][C:5]([NH:8][N:9]([CH:22]2[CH2:21][CH2:23]2)[C:16]([NH2:15])=[S:17])=[C:4]([CH3:10])[C:3]=1[CH3:11], predict the reactants needed to synthesize it. The reactants are: [Cl:1][C:2]1[N:7]=[N:6][C:5]([NH:8][NH2:9])=[C:4]([CH3:10])[C:3]=1[CH3:11].C1([N:15]=[C:16]=[S:17])CC1.C(O[CH2:21][CH3:22])C.[CH2:23](Cl)Cl. (2) Given the product [C:12]1([C:10]2[N:1]=[C:2]3[CH:7]=[CH:6][CH:5]=[CH:4][N:3]3[CH:9]=2)[CH:17]=[CH:16][CH:15]=[CH:14][CH:13]=1, predict the reactants needed to synthesize it. The reactants are: [NH2:1][C:2]1[CH:7]=[CH:6][CH:5]=[CH:4][N:3]=1.Br[CH2:9][C:10]([C:12]1[CH:17]=[CH:16][CH:15]=[CH:14][CH:13]=1)=O. (3) Given the product [CH3:22][NH:23][C:14]([C:4]1[CH:3]=[C:2]([CH3:1])[C:10]2[N:9]=[C:8]([CH2:11][CH2:12][CH3:13])[NH:7][C:6]=2[CH:5]=1)=[O:16], predict the reactants needed to synthesize it. The reactants are: [CH3:1][C:2]1[C:10]2[N:9]=[C:8]([CH2:11][CH2:12][CH3:13])[NH:7][C:6]=2[CH:5]=[C:4]([C:14]([OH:16])=O)[CH:3]=1.S(Cl)(Cl)(=O)=O.[CH3:22][N:23](C)C=O. (4) Given the product [CH3:27][O:28][C:29]1[CH:30]=[C:31]2[C:36](=[CH:37][C:38]=1[O:39][CH2:40][CH2:41][O:42][CH3:43])[N:35]=[CH:34][N:33]=[C:32]2[S:44][C:45]1[CH:46]=[C:47]([NH:48][C:13]([NH:12][C:11]2[N:7]([C:4]3[CH:3]=[CH:2][C:1]([CH3:26])=[CH:6][CH:5]=3)[N:8]=[C:9]([C:22]([F:23])([F:24])[F:25])[CH:10]=2)=[O:21])[CH:49]=[CH:50][CH:51]=1, predict the reactants needed to synthesize it. The reactants are: [C:1]1([CH3:26])[CH:6]=[CH:5][C:4]([N:7]2[C:11]([NH:12][C:13](=[O:21])OC3C=CC=CC=3)=[CH:10][C:9]([C:22]([F:25])([F:24])[F:23])=[N:8]2)=[CH:3][CH:2]=1.[CH3:27][O:28][C:29]1[CH:30]=[C:31]2[C:36](=[CH:37][C:38]=1[O:39][CH2:40][CH2:41][O:42][CH3:43])[N:35]=[CH:34][N:33]=[C:32]2[S:44][C:45]1[CH:46]=[C:47]([CH:49]=[CH:50][CH:51]=1)[NH2:48]. (5) The reactants are: C([CH:5]1[C@@:9]([CH2:13][CH2:14][CH2:15]O)([C:10]([OH:12])=[O:11])[CH:8]([Cl:17])[C:7](=[O:18])[N:6]1[C@@H:19]([C:21]1[CH:26]=[CH:25][CH:24]=[CH:23][CH:22]=1)[CH3:20])(C)(C)C.C(Br)(Br)(Br)Br.C1(P([C:45]2[CH:50]=[CH:49]C=CC=2)C2C=CC=CC=2)C=CC=CC=1.[CH3:51][Si]([N-][Si](C)(C)C)(C)C.[Li+].[Cl-].[NH4+]. Given the product [C:50]([O:12][C:10]([C@@:9]12[CH2:13][CH2:14][CH2:15][C@:8]1([Cl:17])[C:7](=[O:18])[N:6]([C@@H:19]([C:21]1[CH:22]=[CH:23][CH:24]=[CH:25][CH:26]=1)[CH3:20])[CH2:5]2)=[O:11])([CH3:49])([CH3:45])[CH3:51], predict the reactants needed to synthesize it. (6) Given the product [C:17]([O:21][C:22](=[O:23])[NH:24][C@H:25]([C:29]([N:12]1[CH2:11][CH2:10][CH:9]([C:6]2[C:5]3[CH:15]=[CH:16][C:2]([F:1])=[CH:3][C:4]=3[O:8][N:7]=2)[CH2:14][CH2:13]1)=[O:30])[CH:26]([CH3:27])[CH3:28])([CH3:18])([CH3:20])[CH3:19], predict the reactants needed to synthesize it. The reactants are: [F:1][C:2]1[CH:16]=[CH:15][C:5]2[C:6]([CH:9]3[CH2:14][CH2:13][NH:12][CH2:11][CH2:10]3)=[N:7][O:8][C:4]=2[CH:3]=1.[C:17]([O:21][C:22]([NH:24][C@H:25]([C:29](O)=[O:30])[CH:26]([CH3:28])[CH3:27])=[O:23])([CH3:20])([CH3:19])[CH3:18]. (7) Given the product [Cl:15][C:14]1[C:13]2[C:8](=[CH:9][CH:10]=[C:11]([O:16][C:31]3[CH:32]=[CH:33][C:28]([Cl:27])=[C:29]([O:37][C:38]([F:40])([F:41])[F:39])[CH:30]=3)[CH:12]=2)[N:7]([C:17]2[CH:22]=[CH:21][C:20]([O:23][CH:24]([CH3:26])[CH3:25])=[CH:19][CH:18]=2)[C:6]=1[C:4]([OH:3])=[O:5], predict the reactants needed to synthesize it. The reactants are: C([O:3][C:4]([C:6]1[N:7]([C:17]2[CH:22]=[CH:21][C:20]([O:23][CH:24]([CH3:26])[CH3:25])=[CH:19][CH:18]=2)[C:8]2[C:13]([C:14]=1[Cl:15])=[CH:12][C:11]([OH:16])=[CH:10][CH:9]=2)=[O:5])C.[Cl:27][C:28]1[CH:33]=[CH:32][C:31](B(O)O)=[CH:30][C:29]=1[O:37][C:38]([F:41])([F:40])[F:39]. (8) Given the product [CH:26]([N:22]([CH:23]([CH3:25])[CH3:24])[CH2:21][CH2:20][CH:19]([C:12]1[CH:13]=[C:14]([CH2:17][OH:18])[CH:15]=[CH:16][C:11]=1[O:10][C:8](=[O:9])[NH:7][C:6]1[CH:5]=[CH:13][CH:12]=[CH:11][CH:16]=1)[C:29]1[CH:34]=[CH:33][CH:32]=[CH:31][CH:30]=1)([CH3:28])[CH3:27], predict the reactants needed to synthesize it. The reactants are: Cl.C(O[C:5](=O)[CH2:6][NH:7][C:8]([O:10][C:11]1[CH:16]=[CH:15][C:14]([CH2:17][OH:18])=[CH:13][C:12]=1[CH:19]([C:29]1[CH:34]=[CH:33][CH:32]=[CH:31][CH:30]=1)[CH2:20][CH2:21][N:22]([CH:26]([CH3:28])[CH3:27])[CH:23]([CH3:25])[CH3:24])=[O:9])C. (9) Given the product [C:26]1([C:32]2[C:33]3[C:38]([C:39]([C:49]4[CH:54]=[CH:53][CH:52]=[CH:51][CH:50]=4)=[C:40]4[C:45]=2[CH:44]=[C:43]([C:17]2[CH:16]=[CH:15][C:14]([C:12]5[N:13]=[C:8]([C:5]6[CH:6]=[CH:7][CH:2]=[CH:3][CH:4]=6)[N:9]=[C:10]([C:20]6[CH:25]=[CH:24][CH:23]=[CH:22][CH:21]=6)[N:11]=5)=[CH:19][CH:18]=2)[CH:42]=[CH:41]4)=[CH:37][CH:36]=[CH:35][CH:34]=3)[CH:31]=[CH:30][CH:29]=[CH:28][CH:27]=1, predict the reactants needed to synthesize it. The reactants are: Br[C:2]1[CH:7]=[CH:6][C:5]([C:8]2[N:13]=[C:12]([C:14]3[CH:19]=[CH:18][CH:17]=[CH:16][CH:15]=3)[N:11]=[C:10]([C:20]3[CH:25]=[CH:24][CH:23]=[CH:22][CH:21]=3)[N:9]=2)=[CH:4][CH:3]=1.[C:26]1([C:32]2[C:33]3[C:38]([C:39]([C:49]4[CH:54]=[CH:53][CH:52]=[CH:51][CH:50]=4)=[C:40]4[C:45]=2[CH:44]=[C:43](B(O)O)[CH:42]=[CH:41]4)=[CH:37][CH:36]=[CH:35][CH:34]=3)[CH:31]=[CH:30][CH:29]=[CH:28][CH:27]=1.C(=O)([O-])[O-].[Na+].[Na+].